This data is from Reaction yield outcomes from USPTO patents with 853,638 reactions. The task is: Predict the reaction yield, written as a fraction of the theoretical maximum amount of product (1.0 means a 100% yield; for example, 0.34 means a 34% yield). (1) The reactants are C(O[C:4]([N:6]1[CH2:11][CH2:10][C:9]([C:19]2[CH:24]=[CH:23][C:22]([Br:25])=[CH:21][CH:20]=2)([C:12]2[CH:17]=[CH:16][C:15]([Cl:18])=[CH:14][CH:13]=2)[CH2:8][CH2:7]1)=O)C.[H-].[Al+3].[Li+].[H-].[H-].[H-]. The catalyst is O1CCCC1. The product is [Br:25][C:22]1[CH:23]=[CH:24][C:19]([C:9]2([C:12]3[CH:13]=[CH:14][C:15]([Cl:18])=[CH:16][CH:17]=3)[CH2:10][CH2:11][N:6]([CH3:4])[CH2:7][CH2:8]2)=[CH:20][CH:21]=1. The yield is 0.990. (2) The yield is 0.0900. The catalyst is C1(C)C=CC=CC=1.O.[Cu]I.C1C=CC([P]([Pd]([P](C2C=CC=CC=2)(C2C=CC=CC=2)C2C=CC=CC=2)([P](C2C=CC=CC=2)(C2C=CC=CC=2)C2C=CC=CC=2)[P](C2C=CC=CC=2)(C2C=CC=CC=2)C2C=CC=CC=2)(C2C=CC=CC=2)C2C=CC=CC=2)=CC=1. The reactants are Br[C:2]1[CH:8]=[C:7]([N+:9]([O-:11])=[O:10])[CH:6]=[CH:5][C:3]=1[NH2:4].[CH3:12][C:13]([CH3:20])([C:18]#[CH:19])[C:14]([O:16][CH3:17])=[O:15].C(N(CC)CC)C. The product is [NH2:4][C:3]1[CH:5]=[CH:6][C:7]([N+:9]([O-:11])=[O:10])=[CH:8][C:2]=1[C:19]#[C:18][C:13]([CH3:20])([CH3:12])[C:14]([O:16][CH3:17])=[O:15]. (3) The reactants are [CH3:1][C:2]1[CH:12]=[CH:11][C:5]2[NH:6][C:7](=[O:10])[CH2:8][O:9][C:4]=2[CH:3]=1.C([O-])([O-])=O.[Cs+].[Cs+].[Cl:19][CH2:20][CH2:21][CH2:22]I. The catalyst is CCCCCCC.CCOC(C)=O. The product is [Cl:19][CH2:20][CH2:21][CH2:22][N:6]1[C:5]2[CH:11]=[CH:12][C:2]([CH3:1])=[CH:3][C:4]=2[O:9][CH2:8][C:7]1=[O:10]. The yield is 0.790. (4) The reactants are [CH2:1]([C:3]1[O:4][C:5]([C:10]2[CH:15]=[CH:14][C:13]([C:16]([F:19])([F:18])[F:17])=[CH:12][CH:11]=2)=[CH:6][C:7]=1[CH:8]=[O:9])[CH3:2].[CH:20]1([Mg]Br)[CH2:25][CH2:24][CH2:23][CH2:22][CH2:21]1.O1CCCC1. No catalyst specified. The product is [CH:20]1([CH:8]([C:7]2[CH:6]=[C:5]([C:10]3[CH:15]=[CH:14][C:13]([C:16]([F:19])([F:17])[F:18])=[CH:12][CH:11]=3)[O:4][C:3]=2[CH2:1][CH3:2])[OH:9])[CH2:25][CH2:24][CH2:23][CH2:22][CH2:21]1. The yield is 0.760.